This data is from Forward reaction prediction with 1.9M reactions from USPTO patents (1976-2016). The task is: Predict the product of the given reaction. (1) Given the reactants Br[C:2]1[C:10]2[O:9][C:8]([Si](C)(C)C)=[CH:7][C:6]=2[CH:5]=[CH:4][CH:3]=1.[Li]CCCC.CON(C)[C:23]([C@@H:25]1[CH2:30][CH2:29][CH2:28][N:27]([C:31]([O:33][C:34]([CH3:37])([CH3:36])[CH3:35])=[O:32])[CH2:26]1)=[O:24].C([O-])(O)=O.[Na+], predict the reaction product. The product is: [O:9]1[C:10]2[C:2]([C:23]([C@@H:25]3[CH2:30][CH2:29][CH2:28][N:27]([C:31]([O:33][C:34]([CH3:37])([CH3:36])[CH3:35])=[O:32])[CH2:26]3)=[O:24])=[CH:3][CH:4]=[CH:5][C:6]=2[CH:7]=[CH:8]1. (2) Given the reactants Cl[C:2]1[C:7]([C:8]#[C:9][C:10]2[CH:15]=[CH:14][C:13]([C:16]([F:19])([F:18])[F:17])=[CH:12][CH:11]=2)=[C:6]([CH3:20])[N:5]=[CH:4][N:3]=1.[NH3:21], predict the reaction product. The product is: [NH2:21][C:2]1[C:7]([C:8]#[C:9][C:10]2[CH:15]=[CH:14][C:13]([C:16]([F:19])([F:18])[F:17])=[CH:12][CH:11]=2)=[C:6]([CH3:20])[N:5]=[CH:4][N:3]=1. (3) The product is: [F:20][C:5]1[C:4]([F:21])=[CH:3][C:2]([NH:1][C:23]2[C:28]3=[N:29][CH:30]=[C:31]([O:33][CH3:34])[N:32]=[C:27]3[CH:26]=[CH:25][N:24]=2)=[CH:7][C:6]=1[C@:8]1([CH3:19])[CH2:13][C@@H:12]([C:14]([F:17])([F:16])[F:15])[O:11][C:10]([NH2:18])=[N:9]1. Given the reactants [NH2:1][C:2]1[CH:3]=[C:4]([F:21])[C:5]([F:20])=[C:6]([C@:8]2([CH3:19])[CH2:13][C@@H:12]([C:14]([F:17])([F:16])[F:15])[O:11][C:10]([NH2:18])=[N:9]2)[CH:7]=1.Cl[C:23]1[C:28]2=[N:29][CH:30]=[C:31]([O:33][CH3:34])[N:32]=[C:27]2[CH:26]=[CH:25][N:24]=1, predict the reaction product. (4) Given the reactants [C:1]([CH:3]([CH:7]1[C:11]([Cl:12])=[C:10](Cl)C(=O)O1)[C:4]([NH2:6])=[O:5])#[N:2].[NH2:15][CH2:16][C:17]1[CH:18]=[C:19]([S:23]([N:26]([CH3:28])[CH3:27])(=[O:25])=[O:24])[CH:20]=[CH:21][CH:22]=1.C(=O)([O-])[O-].[K+].[K+], predict the reaction product. The product is: [ClH:12].[Cl:12][C:11]1[CH:7]=[C:3]([C:4]([NH2:6])=[O:5])[C:1](=[NH:2])[N:15]([CH2:16][C:17]2[CH:22]=[CH:21][CH:20]=[C:19]([S:23](=[O:25])(=[O:24])[N:26]([CH3:27])[CH3:28])[CH:18]=2)[CH:10]=1. (5) Given the reactants [CH2:1]([N:8]1[CH2:13][C:12](=O)[NH:11][C@H:10]([CH2:15][C:16](OCC)=[O:17])[C:9]1=O)[C:2]1[CH:7]=[CH:6][CH:5]=[CH:4][CH:3]=1.[H-].[Al+3].[Li+].[H-].[H-].[H-].O.[OH-].[Na+], predict the reaction product. The product is: [CH2:1]([N:8]1[CH2:13][CH2:12][NH:11][C@H:10]([CH2:15][CH2:16][OH:17])[CH2:9]1)[C:2]1[CH:3]=[CH:4][CH:5]=[CH:6][CH:7]=1. (6) The product is: [Si:39]([O:1][CH2:2][C@H:3]1[CH2:8][CH2:7][C@H:6]([NH:9][C:10]2[C:15]([C:16]([NH2:18])=[O:17])=[CH:14][N:13]=[C:12]3[N:19]([CH2:22][O:23][CH2:24][CH2:25][Si:26]([CH3:29])([CH3:28])[CH3:27])[CH:20]=[CH:21][C:11]=23)[CH2:5][CH2:4]1)([C:35]([CH3:38])([CH3:37])[CH3:36])([CH3:42])[CH3:41]. Given the reactants [OH:1][CH2:2][C@H:3]1[CH2:8][CH2:7][C@H:6]([NH:9][C:10]2[C:15]([C:16]([NH2:18])=[O:17])=[CH:14][N:13]=[C:12]3[N:19]([CH2:22][O:23][CH2:24][CH2:25][Si:26]([CH3:29])([CH3:28])[CH3:27])[CH:20]=[CH:21][C:11]=23)[CH2:5][CH2:4]1.N1C=CN=C1.[C:35]([Si:39]([CH3:42])([CH3:41])Cl)([CH3:38])([CH3:37])[CH3:36].O, predict the reaction product. (7) Given the reactants [C:1]1(=[O:7])[O:6][C:4](=[O:5])[CH2:3][CH2:2]1.CCN(CC)CC.[CH3:15][C:16]1[CH:25]=[C:24]2[C:19]([CH2:20][CH2:21][NH:22][CH:23]2[C:26]2[CH:31]=[CH:30][CH:29]=[CH:28][CH:27]=2)=[CH:18][CH:17]=1, predict the reaction product. The product is: [CH3:15][C:16]1[CH:25]=[C:24]2[C:19]([CH2:20][CH2:21][N:22]([C:1](=[O:7])[CH2:2][CH2:3][C:4]([OH:6])=[O:5])[CH:23]2[C:26]2[CH:31]=[CH:30][CH:29]=[CH:28][CH:27]=2)=[CH:18][CH:17]=1. (8) Given the reactants [Br:1][C:2]1[CH:7]=[CH:6][C:5]([CH:8]([C:10]2[CH:15]=[CH:14][CH:13]=[CH:12][C:11]=2[CH:16]([O:20][CH2:21][CH3:22])[O:17][CH2:18][CH3:19])[OH:9])=[C:4]([F:23])[CH:3]=1.C(=O)(O)[O-].[Na+].BrN1C(C)(C)C(=O)N(Br)C1=O.S([O-])([O-])(=O)=S.[Na+].[Na+], predict the reaction product. The product is: [Br:1][C:2]1[CH:7]=[CH:6][C:5]([C:8]([C:10]2[CH:15]=[CH:14][CH:13]=[CH:12][C:11]=2[CH:16]([O:17][CH2:18][CH3:19])[O:20][CH2:21][CH3:22])=[O:9])=[C:4]([F:23])[CH:3]=1.